Task: Predict the reactants needed to synthesize the given product.. Dataset: Full USPTO retrosynthesis dataset with 1.9M reactions from patents (1976-2016) (1) Given the product [CH3:1][C@H:2]([NH:7][C:8]([C:10]1[C:18]2[C:13](=[N:14][CH:15]=[C:16]([C:32]3[S:31][C:30]([CH:28]=[O:29])=[CH:34][CH:33]=3)[N:17]=2)[N:12]([CH2:20][O:21][CH2:22][CH2:23][Si:24]([CH3:27])([CH3:26])[CH3:25])[CH:11]=1)=[O:9])[C:3]([CH3:6])([CH3:5])[CH3:4], predict the reactants needed to synthesize it. The reactants are: [CH3:1][C@H:2]([NH:7][C:8]([C:10]1[C:18]2[C:13](=[N:14][CH:15]=[C:16](Br)[N:17]=2)[N:12]([CH2:20][O:21][CH2:22][CH2:23][Si:24]([CH3:27])([CH3:26])[CH3:25])[CH:11]=1)=[O:9])[C:3]([CH3:6])([CH3:5])[CH3:4].[CH:28]([C:30]1[S:31][C:32](B(O)O)=[CH:33][CH:34]=1)=[O:29].C([O-])([O-])=O.[K+].[K+]. (2) Given the product [Si:14]([O:1][CH2:2][C:3]([CH3:8])([CH3:7])[C:4]([OH:6])=[O:5])([C:17]([CH3:20])([CH3:19])[CH3:18])([CH3:16])[CH3:15], predict the reactants needed to synthesize it. The reactants are: [OH:1][CH2:2][C:3]([CH3:8])([CH3:7])[C:4]([OH:6])=[O:5].N1C=CN=C1.[Si:14](Cl)([C:17]([CH3:20])([CH3:19])[CH3:18])([CH3:16])[CH3:15].